This data is from Full USPTO retrosynthesis dataset with 1.9M reactions from patents (1976-2016). The task is: Predict the reactants needed to synthesize the given product. (1) Given the product [F:25][C:4]1[CH:3]=[C:2]([NH:1][C:50]([C:52]2([C:55]([NH:57][C:58]3[CH:63]=[CH:62][C:61]([F:64])=[CH:60][CH:59]=3)=[O:56])[CH2:54][CH2:53]2)=[O:51])[CH:24]=[CH:23][C:5]=1[O:6][C:7]1[C:16]2[C:11](=[CH:12][C:13]([O:19][CH3:20])=[C:14]([O:17][CH3:18])[CH:15]=2)[N:10]=[C:9]([NH:21][CH3:22])[CH:8]=1, predict the reactants needed to synthesize it. The reactants are: [NH2:1][C:2]1[CH:24]=[CH:23][C:5]([O:6][C:7]2[C:16]3[C:11](=[CH:12][C:13]([O:19][CH3:20])=[C:14]([O:17][CH3:18])[CH:15]=3)[N:10]=[C:9]([NH:21][CH3:22])[CH:8]=2)=[C:4]([F:25])[CH:3]=1.COC1C=C2C(=CC=1OC)N=C(SC)C=C2OC1C=CC(N[C:50]([C:52]2([C:55]([NH:57][C:58]3[CH:63]=[CH:62][C:61]([F:64])=[CH:60][CH:59]=3)=[O:56])[CH2:54][CH2:53]2)=[O:51])=CC=1F. (2) Given the product [Br:21][C:19]1[CH:18]=[CH:17][C:15]2[N:16]=[C:12]([NH:11][C:22]([N:24]3[CH2:27][CH2:28][C:5](=[CH:10][C:9]4[CH:8]=[CH:7][CH:6]=[CH:30][N:32]=4)[CH2:26][CH2:25]3)=[O:29])[S:13][C:14]=2[CH:20]=1, predict the reactants needed to synthesize it. The reactants are: ClC(O[C:5]1[CH:10]=[CH:9][CH:8]=[CH:7][CH:6]=1)=O.[NH2:11][C:12]1[S:13][C:14]2[CH:20]=[C:19]([Br:21])[CH:18]=[CH:17][C:15]=2[N:16]=1.[CH2:22]([N:24]([CH2:27][CH3:28])[CH2:25][CH3:26])C.[OH2:29].[C:30](#[N:32])C. (3) Given the product [F:34][C:33]([F:36])([F:35])[CH:7]([C:6]1[S:5][C:4]([C:9]2[CH:10]=[N:11][C:12]([C:15]([F:18])([F:16])[F:17])=[CH:13][CH:14]=2)=[N:3][C:2]=1[CH3:1])[OH:8], predict the reactants needed to synthesize it. The reactants are: [CH3:1][C:2]1[N:3]=[C:4]([C:9]2[CH:10]=[N:11][C:12]([C:15]([F:18])([F:17])[F:16])=[CH:13][CH:14]=2)[S:5][C:6]=1[CH:7]=[O:8].CC1N=C(C2C=NC([C:33]([F:36])([F:35])[F:34])=CC=2)SC=1CO.FC([Si](C)(C)C)(F)F.[F-].C([N+](CCCC)(CCCC)CCCC)CCC. (4) Given the product [P:21](=[O:22])([OH:33])([OH:24])[OH:23].[P:21]([O:33][CH2:34][C@H:35]1[O:39][C@@H:38]([N:40]2[C:49]3[N:48]=[CH:47][N:46]=[C:44]([NH2:45])[C:43]=3[N:42]=[CH:41]2)[C@H:37]([OH:50])[C@@H:36]1[OH:51])([O:24][P:25]([O:28][P:29]([OH:31])([OH:32])=[O:30])([OH:27])=[O:26])(=[O:22])[OH:23], predict the reactants needed to synthesize it. The reactants are: [C@@H]1(N2C3N=CN=C(N)C=3N=C2)O[C@H](CO)[C@@H](O)[C@H]1O.[K].[P:21]([O:33][CH2:34][C@H:35]1[O:39][C@@H:38]([N:40]2[C:49]3[N:48]=[CH:47][N:46]=[C:44]([NH2:45])[C:43]=3[N:42]=[CH:41]2)[C@H:37]([OH:50])[C@@H:36]1[OH:51])([O:24][P:25]([O:28][P:29]([OH:32])([OH:31])=[O:30])([O-:27])=[O:26])(=[O:23])[O-:22].[Na+].[Na+].ClC(Cl)(Cl)C(O)=O. (5) Given the product [F:1][C:2]1[CH:3]=[C:4]([CH:8]=[CH:9][C:10]=1[CH3:11])[C:5]([NH:13][CH:14]([C:15]([O:17][CH2:18][CH3:19])=[O:16])[C:20]([O:22][CH2:23][CH3:24])=[O:21])=[O:7], predict the reactants needed to synthesize it. The reactants are: [F:1][C:2]1[CH:3]=[C:4]([CH:8]=[CH:9][C:10]=1[CH3:11])[C:5]([OH:7])=O.Cl.[NH2:13][CH:14]([C:20]([O:22][CH2:23][CH3:24])=[O:21])[C:15]([O:17][CH2:18][CH3:19])=[O:16].ON1C2C=CC=CC=2N=N1.Cl.CN(C)CCCN=C=NCC.